This data is from Rat liver microsome stability data. The task is: Regression/Classification. Given a drug SMILES string, predict its absorption, distribution, metabolism, or excretion properties. Task type varies by dataset: regression for continuous measurements (e.g., permeability, clearance, half-life) or binary classification for categorical outcomes (e.g., BBB penetration, CYP inhibition). Dataset: rlm. (1) The molecule is Cn1c(Nc2ccc(Br)cc2F)c(C(=O)NOCCO)c2c1C(=O)CCC2. The result is 1 (stable in rat liver microsomes). (2) The molecule is CC(=O)c1ccc(NCC(=O)NC(c2cccc([N+](=O)[O-])c2)c2cc(Cl)c3cccnc3c2O)cc1. The result is 1 (stable in rat liver microsomes). (3) The molecule is O=C(O)COCCN1CCN(C(c2ccccc2)c2ccc(Cl)cc2)CC1. The result is 0 (unstable in rat liver microsomes). (4) The result is 1 (stable in rat liver microsomes). The molecule is COc1ccc(/C=C2\Oc3cc(OCCN4CCCCC4)ccc3C2=O)cc1. (5) The molecule is Cc1nc(-c2cc3cc(OC(C)C)cc(C#N)c3[nH]2)sc1C(=O)O. The result is 0 (unstable in rat liver microsomes). (6) The compound is COc1ncc(-c2ccc3nccc(C#CCN(C)C)c3c2)cc1NS(=O)(=O)c1ccc(F)cc1F. The result is 1 (stable in rat liver microsomes).